From a dataset of Full USPTO retrosynthesis dataset with 1.9M reactions from patents (1976-2016). Predict the reactants needed to synthesize the given product. (1) Given the product [N:34]1([C:9]([NH:11][C@H:12]([C:17]([NH:19][C@H:20]([CH2:25][OH:26])[CH2:21][CH2:22][CH2:23][CH3:24])=[O:18])[CH2:13][CH:14]([CH3:15])[CH3:16])=[O:10])[CH2:39][CH2:38][O:37][CH2:36][CH2:35]1, predict the reactants needed to synthesize it. The reactants are: C1(CO[C:9]([NH:11][C@H:12]([C:17]([NH:19][C@H:20]([CH2:25][OH:26])[CH2:21][CH2:22][CH2:23][CH3:24])=[O:18])[CH2:13][CH:14]([CH3:16])[CH3:15])=[O:10])C=CC=CC=1.C(N(CC)CC)C.[N:34]1(C(Cl)=O)[CH2:39][CH2:38][O:37][CH2:36][CH2:35]1. (2) Given the product [CH3:12][C:6]1[C:7]([C:8]([O:10][CH3:11])=[O:9])=[CH:2][NH:4][N:5]=1, predict the reactants needed to synthesize it. The reactants are: N[C:2]([NH:4]/[N:5]=[C:6](\[CH3:12])/[CH2:7][C:8]([O:10][CH3:11])=[O:9])=O. (3) Given the product [ClH:36].[F:22][C:23]1[C:24]([O:34][CH3:35])=[C:25]([CH2:29][CH2:30][C:31]2[N:44]([C:48]3[CH:49]=[CH:50][C:51]([N:54]4[C:60](=[O:61])[CH2:59][C:58](=[O:62])[NH:57][C:56]5[C:63]6[C:67]([CH:68]=[CH:69][C:55]4=5)=[CH:6][CH:5]=[CH:4][CH:13]=6)=[CH:52][CH:53]=3)[CH:45]=[CH:46][N:47]=2)[CH:26]=[CH:27][CH:28]=1, predict the reactants needed to synthesize it. The reactants are: [N+]([C:4]1[C:13]2[C:4](=[CH:5][CH:6]=CC=2)[CH:13]=[CH:6][C:5]=1N[C:4]1[CH:13]=CC(N)=[CH:6][CH:5]=1)([O-])=O.[F:22][C:23]1[C:24]([O:34][CH3:35])=[C:25]([CH2:29][CH2:30][C:31](O)=O)[CH:26]=[CH:27][CH:28]=1.[ClH:36].FC1C=C(C=CC=1)CCC1[N:44]([C:48]2[CH:53]=[CH:52][C:51]([N:54]3[C:60](=[O:61])[CH2:59][C:58](=[O:62])[NH:57][C:56]4[C:63]5CCC[C:67]=5[CH:68]=[CH:69][C:55]3=4)=[CH:50][CH:49]=2)[CH:45]=[CH:46][N:47]=1.C(N(C1C=CC=CC=1OC)C1N(C2C=CC([N+]([O-])=O)=CC=2)C=CN=1)C1C=CC=CC=1. (4) Given the product [CH2:1]([NH:8][CH2:17][C:14]1[CH:13]=[CH:12][C:11]([O:10][CH3:9])=[CH:16][CH:15]=1)[CH2:2][CH2:3][CH2:4][CH2:5][CH:6]=[CH2:7], predict the reactants needed to synthesize it. The reactants are: [CH2:1]([NH2:8])[CH2:2][CH2:3][CH2:4][CH2:5][CH:6]=[CH2:7].[CH3:9][O:10][C:11]1[CH:12]=[CH:13][C:14]([CH:17]=O)=[CH:15][CH:16]=1.[BH4-].[Na+]. (5) Given the product [F:1][C:2]1[C:37]([F:38])=[CH:36][CH:35]=[CH:34][C:3]=1[CH2:4][S:5][C:6]1[N:11]=[C:10]([NH:12][S:13]([N:16]2[CH2:21][CH2:20][NH:19][CH2:18][CH2:17]2)(=[O:15])=[O:14])[CH:9]=[C:8]([O:29][CH2:30][CH2:31][CH2:32][OH:33])[N:7]=1, predict the reactants needed to synthesize it. The reactants are: [F:1][C:2]1[C:37]([F:38])=[CH:36][CH:35]=[CH:34][C:3]=1[CH2:4][S:5][C:6]1[N:11]=[C:10]([NH:12][S:13]([N:16]2[CH2:21][CH2:20][N:19](C(OC(C)(C)C)=O)[CH2:18][CH2:17]2)(=[O:15])=[O:14])[CH:9]=[C:8]([O:29][CH2:30][CH2:31][CH2:32][OH:33])[N:7]=1.C(O)(C(F)(F)F)=O. (6) Given the product [OH2:6].[OH2:1].[NH2:9][C@@H:10]([CH3:28])[C:11]([NH:13][C@@:14]1([C:25]([OH:27])=[O:26])[CH2:21][C:18]2([CH2:19][CH2:20]2)[C@@H:17]2[C@H:15]1[C@H:16]2[C:22]([OH:24])=[O:23])=[O:12], predict the reactants needed to synthesize it. The reactants are: [OH2:1].C([O:6]C([NH:9][C@@H:10]([CH3:28])[C:11]([NH:13][C@@:14]1([C:25]([OH:27])=[O:26])[CH2:21][C:18]2([CH2:20][CH2:19]2)[C@@H:17]2[C@H:15]1[C@H:16]2[C:22]([OH:24])=[O:23])=[O:12])=O)(C)(C)C.Cl.[OH-].[Na+]. (7) Given the product [Cl:1][C:2]1[C:3]([CH2:4][OH:5])=[CH:7][CH:8]=[CH:9][N:10]=1, predict the reactants needed to synthesize it. The reactants are: [Cl:1][C:2]1[N:10]=[CH:9][CH:8]=[CH:7][C:3]=1[C:4](O)=[O:5].S(Cl)(Cl)=O.[BH4-].[Na+].[Cl-].[Na+]. (8) The reactants are: [C:1]1([CH2:7][C:8](=O)[CH2:9][C:10](=O)[CH3:11])[CH:6]=[CH:5][CH:4]=[CH:3][CH:2]=1.[C:14]([CH2:16][C:17]([NH2:19])=[O:18])#[N:15].N1CCCCC1.O. Given the product [CH3:11][C:10]1[NH:19][C:17](=[O:18])[C:16]([C:14]#[N:15])=[C:8]([CH2:7][C:1]2[CH:6]=[CH:5][CH:4]=[CH:3][CH:2]=2)[CH:9]=1.[CH3:11][C:10]1[CH:9]=[C:8]([CH2:7][C:1]2[CH:6]=[CH:5][CH:4]=[CH:3][CH:2]=2)[NH:19][C:17](=[O:18])[C:16]=1[C:14]#[N:15], predict the reactants needed to synthesize it.